Dataset: Full USPTO retrosynthesis dataset with 1.9M reactions from patents (1976-2016). Task: Predict the reactants needed to synthesize the given product. Given the product [CH3:1][N:2]([CH2:30][CH2:31][C:32]1[CH:37]=[CH:36][CH:35]=[CH:34][CH:33]=1)[C:3]([C:5]1[S:6][C:7]([CH2:10][N:11]2[CH2:15][C:14](=[O:16])[NH:13][S:12]2(=[O:28])=[O:29])=[CH:8][CH:9]=1)=[O:4], predict the reactants needed to synthesize it. The reactants are: [CH3:1][N:2]([CH2:30][CH2:31][C:32]1[CH:37]=[CH:36][CH:35]=[CH:34][CH:33]=1)[C:3]([C:5]1[S:6][C:7]([CH2:10][N:11]2[CH2:15][C:14](=[O:16])[N:13](CC3C=CC(OC)=CC=3OC)[S:12]2(=[O:29])=[O:28])=[CH:8][CH:9]=1)=[O:4].C(O)(C(F)(F)F)=O.